The task is: Predict the reactants needed to synthesize the given product.. This data is from Full USPTO retrosynthesis dataset with 1.9M reactions from patents (1976-2016). (1) Given the product [CH2:3]([C:5]1[CH:13]=[C:12]2[C:8]([C:9]([CH:14]=[O:15])=[CH:10][N:11]2[C:21]([NH2:20])=[O:22])=[CH:7][CH:6]=1)[CH3:4], predict the reactants needed to synthesize it. The reactants are: [H-].[Na+].[CH2:3]([C:5]1[CH:13]=[C:12]2[C:8]([C:9]([CH:14]=[O:15])=[CH:10][NH:11]2)=[CH:7][CH:6]=1)[CH3:4].ClS([N:20]=[C:21]=[O:22])(=O)=O.C(O)(=O)C. (2) The reactants are: [OH:1][C:2]1[C:11]2[C:6](=[CH:7][CH:8]=[CH:9][CH:10]=2)[C:5]([OH:12])=[CH:4][C:3]=1[C:13]([O:15][CH3:16])=[O:14].S([O-])([O-])(=O)=O.[Mg+2]. Given the product [O:1]=[C:2]1[C:11]2[C:6](=[CH:7][CH:8]=[CH:9][CH:10]=2)[C:5](=[O:12])[CH:4]=[C:3]1[C:13]([O:15][CH3:16])=[O:14], predict the reactants needed to synthesize it.